Dataset: Forward reaction prediction with 1.9M reactions from USPTO patents (1976-2016). Task: Predict the product of the given reaction. (1) Given the reactants [CH:1]1([N:4]2[C:13]3[C:8](=[CH:9][C:10]([F:38])=[C:11]([N:14]4[CH2:19][CH2:18][N:17]([CH2:20][CH2:21][CH2:22][O:23][C:24]5[C:29]6[B:30]([OH:37])[O:31][CH:32]([CH2:33][N+:34]([O-])=O)[C:28]=6[CH:27]=[CH:26][CH:25]=5)[CH2:16][CH2:15]4)[CH:12]=3)[C:7](=[O:39])[C:6]([C:40]([O:42][CH2:43][C:44]3[CH:49]=[CH:48][CH:47]=[CH:46][CH:45]=3)=[O:41])=[CH:5]2)[CH2:3][CH2:2]1.N, predict the reaction product. The product is: [NH2:34][CH2:33][CH:32]1[O:31][B:30]([OH:37])[C:29]2[C:24]([O:23][CH2:22][CH2:21][CH2:20][N:17]3[CH2:18][CH2:19][N:14]([C:11]4[CH:12]=[C:13]5[C:8]([C:7](=[O:39])[C:6]([C:40]([O:42][CH2:43][C:44]6[CH:45]=[CH:46][CH:47]=[CH:48][CH:49]=6)=[O:41])=[CH:5][N:4]5[CH:1]5[CH2:3][CH2:2]5)=[CH:9][C:10]=4[F:38])[CH2:15][CH2:16]3)=[CH:25][CH:26]=[CH:27][C:28]1=2. (2) Given the reactants [C:1]1([CH2:7][O:8][C:9]2[CH:14]=[CH:13][C:12]([C:15]([F:18])([F:17])[F:16])=[CH:11][C:10]=2[C:19]2(O)[CH2:24][CH2:23][CH2:22][CH2:21][CH2:20]2)[CH:6]=[CH:5][CH:4]=[CH:3][CH:2]=1.C1(C)C=CC(S(O)(=O)=O)=CC=1, predict the reaction product. The product is: [C:19]1([C:10]2[CH:11]=[C:12]([C:15]([F:16])([F:17])[F:18])[CH:13]=[CH:14][C:9]=2[O:8][CH2:7][C:1]2[CH:6]=[CH:5][CH:4]=[CH:3][CH:2]=2)[CH2:24][CH2:23][CH2:22][CH2:21][CH:20]=1.